From a dataset of Forward reaction prediction with 1.9M reactions from USPTO patents (1976-2016). Predict the product of the given reaction. (1) Given the reactants CC1C=CC(S(O[CH2:12][CH:13]2[O:18][C:17]3[CH:19]=[C:20]([O:23][S:24]([CH3:27])(=[O:26])=[O:25])[CH:21]=[CH:22][C:16]=3[O:15][CH2:14]2)(=O)=O)=CC=1.[CH3:28][NH:29][CH2:30][CH3:31], predict the reaction product. The product is: [CH3:27][S:24]([O:23][C:20]1[CH:21]=[CH:22][C:16]2[O:15][CH2:14][CH:13]([CH2:12][N:29]([CH2:30][CH3:31])[CH3:28])[O:18][C:17]=2[CH:19]=1)(=[O:25])=[O:26]. (2) Given the reactants Cl[C:2]1[N:3]=[C:4]([N:15]2[CH2:20][CH2:19][O:18][CH2:17][CH2:16]2)[C:5]2[S:10][C:9]([NH:11][CH2:12][CH2:13][OH:14])=[CH:8][C:6]=2[N:7]=1.CC1(C)C(C)(C)OB([C:29]2[CH:37]=[CH:36][CH:35]=[C:34]3[C:30]=2[CH:31]=[N:32][NH:33]3)O1, predict the reaction product. The product is: [NH:33]1[C:34]2[C:30](=[C:29]([C:2]3[N:3]=[C:4]([N:15]4[CH2:20][CH2:19][O:18][CH2:17][CH2:16]4)[C:5]4[S:10][C:9]([NH:11][CH2:12][CH2:13][OH:14])=[CH:8][C:6]=4[N:7]=3)[CH:37]=[CH:36][CH:35]=2)[CH:31]=[N:32]1. (3) The product is: [CH3:23][O:24][C:25]1[CH:26]=[CH:27][C:28]([N:31]([CH3:54])[C:32]2[C:41]3[C:36](=[CH:37][CH:38]=[CH:39][CH:40]=3)[N:35]=[C:34]([CH2:42][NH:43][C:44](=[O:53])[CH3:45])[N:33]=2)=[CH:29][CH:30]=1. Given the reactants NCC1N=C(N(C2C=CC(OC)=CC=2)C)C2C(=CC=CC=2)N=1.[CH3:23][O:24][C:25]1[CH:30]=[CH:29][C:28]([N:31]([CH3:54])[C:32]2[C:41]3[C:36](=[CH:37][CH:38]=[CH:39][CH:40]=3)[N:35]=[C:34]([CH2:42][N:43]3C(=O)C4[C:45](=CC=CC=4)[C:44]3=[O:53])[N:33]=2)=[CH:27][CH:26]=1.O.NN.Cl, predict the reaction product. (4) Given the reactants S(O[CH2:6][CH2:7][C:8]1[CH:13]=[CH:12][CH:11]=[C:10]([N:14]2[CH2:18][CH2:17][CH2:16][CH2:15]2)[CH:9]=1)(=O)(=O)C.Cl.[NH:20]1[CH2:24][CH2:23][C@H:22]([OH:25])[CH2:21]1.C(=O)([O-])[O-].[K+].[K+].C(N(CC)CC)C.[CH3:39][S:40](Cl)(=[O:42])=[O:41].C(=O)([O-])O.[Na+], predict the reaction product. The product is: [CH3:39][S:40]([O:25][C@@H:22]1[CH2:23][CH2:24][N:20]([CH2:6][CH2:7][C:8]2[CH:13]=[CH:12][CH:11]=[C:10]([N:14]3[CH2:15][CH2:16][CH2:17][CH2:18]3)[CH:9]=2)[CH2:21]1)(=[O:42])=[O:41].